Dataset: Reaction yield outcomes from USPTO patents with 853,638 reactions. Task: Predict the reaction yield, written as a fraction of the theoretical maximum amount of product (1.0 means a 100% yield; for example, 0.34 means a 34% yield). (1) The reactants are [C:1](Cl)(=O)[C:2]([Cl:4])=[O:3].[CH2:7]1[CH2:11]O[CH2:9][CH2:8]1. The catalyst is CN(C=O)C. The product is [C:8]([C:7]1[CH:11]=[C:1]([CH:11]=[CH:7][C:8]=1[CH3:9])[C:2]([Cl:4])=[O:3])#[CH:9]. The yield is 1.00. (2) The reactants are Br[C:2]1[S:6][C:5]([N:7]2[CH2:12][CH:11]([CH3:13])[N:10]([CH2:14][CH2:15][O:16][C:17]3[CH:18]=[C:19]([CH2:24][C:25]([OH:27])=[O:26])[CH:20]=[CH:21][C:22]=3[CH3:23])[CH:9]([CH3:28])[CH2:8]2)=[N:4][CH:3]=1.[F:29][C:30]1[CH:35]=[CH:34][C:33]([F:36])=[CH:32][C:31]=1B(O)O.C(=O)([O-])[O-].[Na+].[Na+].CN(C)C=O. The catalyst is [Pd].C1(P(C2C=CC=CC=2)C2C=CC=CC=2)C=CC=CC=1.C1(P(C2C=CC=CC=2)C2C=CC=CC=2)C=CC=CC=1.C1(P(C2C=CC=CC=2)C2C=CC=CC=2)C=CC=CC=1.C1(P(C2C=CC=CC=2)C2C=CC=CC=2)C=CC=CC=1.O. The product is [F:29][C:30]1[CH:35]=[CH:34][C:33]([F:36])=[CH:32][C:31]=1[C:2]1[S:6][C:5]([N:7]2[CH2:12][CH:11]([CH3:13])[N:10]([CH2:14][CH2:15][O:16][C:17]3[CH:18]=[C:19]([CH2:24][C:25]([OH:27])=[O:26])[CH:20]=[CH:21][C:22]=3[CH3:23])[CH:9]([CH3:28])[CH2:8]2)=[N:4][CH:3]=1. The yield is 0.870. (3) No catalyst specified. The reactants are Br[C:2]1[CH:3]=[CH:4][C:5]([Cl:23])=[C:6]([CH:22]=1)[C:7]([NH:9][C@@H:10]([CH2:14][C:15]1[CH:20]=[CH:19][C:18](Br)=[CH:17][CH:16]=1)[C:11]([OH:13])=[O:12])=[O:8].[F:24][C:25]([F:36])([F:35])[C:26]1[CH:31]=[CH:30][C:29](B(O)O)=[CH:28][CH:27]=1. The yield is 0.750. The product is [Cl:23][C:5]1[CH:4]=[CH:3][C:2]([C:29]2[CH:30]=[CH:31][C:26]([C:25]([F:36])([F:35])[F:24])=[CH:27][CH:28]=2)=[CH:22][C:6]=1[C:7]([NH:9][C@@H:10]([CH2:14][C:15]1[CH:20]=[CH:19][C:18]([C:29]2[CH:30]=[CH:31][C:26]([C:25]([F:36])([F:35])[F:24])=[CH:27][CH:28]=2)=[CH:17][CH:16]=1)[C:11]([OH:13])=[O:12])=[O:8].